Dataset: Reaction yield outcomes from USPTO patents with 853,638 reactions. Task: Predict the reaction yield, written as a fraction of the theoretical maximum amount of product (1.0 means a 100% yield; for example, 0.34 means a 34% yield). The reactants are [Cl:1][C:2]1[CH:7]=[CH:6][CH:5]=[CH:4][C:3]=1[C:8]([C:11]1[CH:16]=[CH:15][CH:14]=[CH:13][C:12]=1[Cl:17])(Cl)Cl.[F:18][C:19]1[CH:24]=[C:23]([OH:25])[C:22]([OH:26])=[CH:21][C:20]=1[C:27]([N:29]1[CH2:34][CH2:33][O:32][CH2:31][CH2:30]1)=[O:28]. No catalyst specified. The product is [Cl:1][C:2]1[CH:7]=[CH:6][CH:5]=[CH:4][C:3]=1[C:8]1([C:11]2[CH:16]=[CH:15][CH:14]=[CH:13][C:12]=2[Cl:17])[O:25][C:23]2[CH:24]=[C:19]([F:18])[C:20]([C:27]([N:29]3[CH2:34][CH2:33][O:32][CH2:31][CH2:30]3)=[O:28])=[CH:21][C:22]=2[O:26]1. The yield is 0.0450.